Dataset: Full USPTO retrosynthesis dataset with 1.9M reactions from patents (1976-2016). Task: Predict the reactants needed to synthesize the given product. (1) Given the product [O:1]=[C:2]1[CH:3]([CH2:15][N:16]2[CH2:17][CH2:18][C:19]3([C:29]4[C:24](=[CH:25][CH:26]=[CH:27][CH:28]=4)[CH2:23][CH2:22]3)[CH2:20][CH2:21]2)[CH2:4][C:5]2[C:14]3=[C:9]([CH2:10][CH2:11][CH2:12][N:13]13)[CH:8]=[CH:7][CH:6]=2, predict the reactants needed to synthesize it. The reactants are: [O:1]=[C:2]1[N:13]2[C:14]3[C:9]([CH2:10][CH2:11][CH2:12]2)=[CH:8][CH:7]=[CH:6][C:5]=3[CH:4]=[C:3]1[CH2:15][N:16]1[CH2:21][CH2:20][C:19]2([C:29]3[C:24](=[CH:25][CH:26]=[CH:27][CH:28]=3)[CH2:23][CH2:22]2)[CH2:18][CH2:17]1.CCC(C)[BH-](C(C)CC)C(C)CC.[Li+]. (2) Given the product [Cl:1][C:2]1[CH:6]=[C:5]([Cl:7])[N:4]([CH2:8][C:9]([OH:11])=[O:10])[N:3]=1, predict the reactants needed to synthesize it. The reactants are: [Cl:1][C:2]1[CH:6]=[C:5]([Cl:7])[N:4]([CH2:8][C:9]([O:11]CC)=[O:10])[N:3]=1.[OH-].[Na+]. (3) Given the product [CH3:1][N:2]1[C:7](=[O:8])[C:6]([C:9]2[N:10]([C:31]3[CH:32]=[CH:33][C:28]([C:26]#[N:27])=[CH:29][CH:30]=3)[CH:11]=[CH:12][CH:13]=2)=[C:5]([CH3:14])[N:4]([C:15]2[CH:20]=[CH:19][CH:18]=[C:17]([C:21]([F:23])([F:24])[F:22])[CH:16]=2)[C:3]1=[O:25], predict the reactants needed to synthesize it. The reactants are: [CH3:1][N:2]1[C:7](=[O:8])[C:6]([C:9]2[NH:10][CH:11]=[CH:12][CH:13]=2)=[C:5]([CH3:14])[N:4]([C:15]2[CH:20]=[CH:19][CH:18]=[C:17]([C:21]([F:24])([F:23])[F:22])[CH:16]=2)[C:3]1=[O:25].[C:26]([C:28]1[CH:33]=[CH:32][C:31](I)=[CH:30][CH:29]=1)#[N:27].P([O-])([O-])([O-])=O.[K+].[K+].[K+].O. (4) Given the product [F:1][C:2]1[CH:3]=[C:4]([NH:18][C:28]([C:25]2[C:24](=[O:31])[N:23]([C:32]3[CH:37]=[CH:36][CH:35]=[CH:34][CH:33]=3)[N:22]([CH2:21][C@@H:20]([OH:19])[CH3:38])[C:26]=2[CH3:27])=[O:29])[CH:5]=[CH:6][C:7]=1[C:8]1[CH:17]=[CH:16][CH:15]=[C:14]2[C:9]=1[CH:10]=[CH:11][N:12]=[CH:13]2, predict the reactants needed to synthesize it. The reactants are: [F:1][C:2]1[CH:3]=[C:4]([NH2:18])[CH:5]=[CH:6][C:7]=1[C:8]1[CH:17]=[CH:16][CH:15]=[C:14]2[C:9]=1[CH:10]=[CH:11][N:12]=[CH:13]2.[OH:19][C@@H:20]([CH3:38])[CH2:21][N:22]1[C:26]([CH3:27])=[C:25]([C:28](O)=[O:29])[C:24](=[O:31])[N:23]1[C:32]1[CH:37]=[CH:36][CH:35]=[CH:34][CH:33]=1.CN(C=O)C.